Dataset: NCI-60 drug combinations with 297,098 pairs across 59 cell lines. Task: Regression. Given two drug SMILES strings and cell line genomic features, predict the synergy score measuring deviation from expected non-interaction effect. (1) Drug 2: CC(C)CN1C=NC2=C1C3=CC=CC=C3N=C2N. Drug 1: C1C(C(OC1N2C=C(C(=O)NC2=O)F)CO)O. Synergy scores: CSS=12.8, Synergy_ZIP=-6.00, Synergy_Bliss=-4.65, Synergy_Loewe=-11.0, Synergy_HSA=-4.72. Cell line: DU-145. (2) Drug 1: CC1C(C(CC(O1)OC2CC(OC(C2O)C)OC3=CC4=CC5=C(C(=O)C(C(C5)C(C(=O)C(C(C)O)O)OC)OC6CC(C(C(O6)C)O)OC7CC(C(C(O7)C)O)OC8CC(C(C(O8)C)O)(C)O)C(=C4C(=C3C)O)O)O)O. Drug 2: C1=NC2=C(N=C(N=C2N1C3C(C(C(O3)CO)O)F)Cl)N. Cell line: DU-145. Synergy scores: CSS=20.8, Synergy_ZIP=0.515, Synergy_Bliss=-0.467, Synergy_Loewe=-12.2, Synergy_HSA=-4.44. (3) Drug 1: C1=NC2=C(N1)C(=S)N=C(N2)N. Drug 2: CC(C1=C(C=CC(=C1Cl)F)Cl)OC2=C(N=CC(=C2)C3=CN(N=C3)C4CCNCC4)N. Cell line: NCI-H522. Synergy scores: CSS=17.1, Synergy_ZIP=-10.9, Synergy_Bliss=-2.96, Synergy_Loewe=-7.75, Synergy_HSA=-3.08. (4) Drug 1: C1=NC(=NC(=O)N1C2C(C(C(O2)CO)O)O)N. Drug 2: CCC1(C2=C(COC1=O)C(=O)N3CC4=CC5=C(C=CC(=C5CN(C)C)O)N=C4C3=C2)O.Cl. Cell line: NCIH23. Synergy scores: CSS=41.2, Synergy_ZIP=5.65, Synergy_Bliss=8.09, Synergy_Loewe=-5.67, Synergy_HSA=7.20. (5) Cell line: OVCAR-8. Synergy scores: CSS=-11.6, Synergy_ZIP=9.83, Synergy_Bliss=7.57, Synergy_Loewe=-5.32, Synergy_HSA=-5.32. Drug 1: CC(C)(C#N)C1=CC(=CC(=C1)CN2C=NC=N2)C(C)(C)C#N. Drug 2: C1CC(=O)NC(=O)C1N2C(=O)C3=CC=CC=C3C2=O. (6) Drug 2: C1=CC(=CC=C1CCCC(=O)O)N(CCCl)CCCl. Drug 1: C1=CC(=CC=C1CCC2=CNC3=C2C(=O)NC(=N3)N)C(=O)NC(CCC(=O)O)C(=O)O. Synergy scores: CSS=22.6, Synergy_ZIP=-4.85, Synergy_Bliss=2.34, Synergy_Loewe=-9.70, Synergy_HSA=6.10. Cell line: OVCAR-5. (7) Drug 1: CC1=C(C=C(C=C1)NC(=O)C2=CC=C(C=C2)CN3CCN(CC3)C)NC4=NC=CC(=N4)C5=CN=CC=C5. Drug 2: CC1=C(C=C(C=C1)C(=O)NC2=CC(=CC(=C2)C(F)(F)F)N3C=C(N=C3)C)NC4=NC=CC(=N4)C5=CN=CC=C5. Cell line: HCT-15. Synergy scores: CSS=-3.42, Synergy_ZIP=2.39, Synergy_Bliss=-0.909, Synergy_Loewe=-3.64, Synergy_HSA=-3.87. (8) Drug 1: CC1=C(N=C(N=C1N)C(CC(=O)N)NCC(C(=O)N)N)C(=O)NC(C(C2=CN=CN2)OC3C(C(C(C(O3)CO)O)O)OC4C(C(C(C(O4)CO)O)OC(=O)N)O)C(=O)NC(C)C(C(C)C(=O)NC(C(C)O)C(=O)NCCC5=NC(=CS5)C6=NC(=CS6)C(=O)NCCC[S+](C)C)O. Drug 2: CC12CCC3C(C1CCC2O)C(CC4=C3C=CC(=C4)O)CCCCCCCCCS(=O)CCCC(C(F)(F)F)(F)F. Cell line: SN12C. Synergy scores: CSS=51.2, Synergy_ZIP=-1.46, Synergy_Bliss=-1.38, Synergy_Loewe=0.869, Synergy_HSA=1.30. (9) Drug 1: CCCCC(=O)OCC(=O)C1(CC(C2=C(C1)C(=C3C(=C2O)C(=O)C4=C(C3=O)C=CC=C4OC)O)OC5CC(C(C(O5)C)O)NC(=O)C(F)(F)F)O. Drug 2: C1CN(CCN1C(=O)CCBr)C(=O)CCBr. Cell line: NCIH23. Synergy scores: CSS=59.6, Synergy_ZIP=0.864, Synergy_Bliss=1.53, Synergy_Loewe=-2.41, Synergy_HSA=-0.480. (10) Drug 1: C1CN1P(=S)(N2CC2)N3CC3. Drug 2: C1C(C(OC1N2C=NC3=C2NC=NCC3O)CO)O. Cell line: HOP-62. Synergy scores: CSS=40.6, Synergy_ZIP=3.68, Synergy_Bliss=5.77, Synergy_Loewe=7.47, Synergy_HSA=5.86.